This data is from Reaction yield outcomes from USPTO patents with 853,638 reactions. The task is: Predict the reaction yield, written as a fraction of the theoretical maximum amount of product (1.0 means a 100% yield; for example, 0.34 means a 34% yield). (1) The reactants are [H-].[H-].[H-].[H-].[Li+].[Al+3].[F:7][C:8]1[CH:9]=[C:10]([CH:16]=[C:17]([C:19]2[CH:24]=[N:23][C:22]([C:25]([F:28])([F:27])[F:26])=[CH:21][N:20]=2)[CH:18]=1)[C:11](OCC)=[O:12]. The catalyst is O1CCCC1. The product is [F:7][C:8]1[CH:9]=[C:10]([CH2:11][OH:12])[CH:16]=[C:17]([C:19]2[CH:24]=[N:23][C:22]([C:25]([F:27])([F:28])[F:26])=[CH:21][N:20]=2)[CH:18]=1. The yield is 0.620. (2) The reactants are [F:1][C:2]([F:21])([F:20])[O:3][C:4]1[CH:5]=[C:6]([C:10]2[CH:15]=[CH:14][N:13]=[C:12]([CH2:16][C:17]([O-:19])=O)[CH:11]=2)[CH:7]=[CH:8][CH:9]=1.[Li+].[NH2:23][C:24]1[N:29]=[N:28][C:27]([CH2:30][CH2:31][CH2:32][CH2:33][N:34]2[CH:38]=[C:37]([C:39]([NH:41][CH3:42])=[O:40])[N:36]=[N:35]2)=[CH:26][CH:25]=1.C(P1(=O)OP(CCC)(=O)OP(CCC)(=O)O1)CC. The catalyst is CN(C=O)C. The product is [CH3:42][NH:41][C:39]([C:37]1[N:36]=[N:35][N:34]([CH2:33][CH2:32][CH2:31][CH2:30][C:27]2[N:28]=[N:29][C:24]([NH:23][C:17](=[O:19])[CH2:16][C:12]3[CH:11]=[C:10]([C:6]4[CH:7]=[CH:8][CH:9]=[C:4]([O:3][C:2]([F:1])([F:21])[F:20])[CH:5]=4)[CH:15]=[CH:14][N:13]=3)=[CH:25][CH:26]=2)[CH:38]=1)=[O:40]. The yield is 0.340. (3) The reactants are [CH3:1][O:2][C:3]1[CH:4]=[N:5][C:6]2[CH:7]([N:13]=[N+]=[N-])[CH2:8][CH2:9][CH2:10][C:11]=2[CH:12]=1.[H][H]. The catalyst is CO.[Pd]. The product is [CH3:1][O:2][C:3]1[CH:4]=[N:5][C:6]2[CH:7]([NH2:13])[CH2:8][CH2:9][CH2:10][C:11]=2[CH:12]=1. The yield is 0.960. (4) The reactants are [Br:1][C:2]1[CH:3]=[CH:4][C:5]2[N:6]([C:8](I)=[CH:9][N:10]=2)[N:7]=1.C(N(CC)CC)C.[CH3:19][C:20]([OH:24])([C:22]#[CH:23])[CH3:21]. The catalyst is CN(C=O)C.Cl[Pd](Cl)([P](C1C=CC=CC=1)(C1C=CC=CC=1)C1C=CC=CC=1)[P](C1C=CC=CC=1)(C1C=CC=CC=1)C1C=CC=CC=1.[Cu]I. The product is [Br:1][C:2]1[CH:3]=[CH:4][C:5]2[N:6]([C:8]([C:23]#[C:22][C:20]([CH3:21])([OH:24])[CH3:19])=[CH:9][N:10]=2)[N:7]=1. The yield is 0.580. (5) The reactants are [C:1]([O:8]CC)(=[O:7])[C:2](OCC)=O.[O-]CC.[K+].[N+:15]([C:18]1[CH:23]=[CH:22][CH:21]=[C:20](C)[C:19]=1[CH3:25])([O-:17])=[O:16]. The catalyst is CCOCC. The product is [CH3:25][C:19]1([CH2:2][C:1]([OH:8])=[O:7])[C:18]([N+:15]([O-:17])=[O:16])=[CH:23][CH:22]=[CH:21][CH2:20]1. The yield is 0.450. (6) The reactants are FC(F)(F)S([O:6][C:7]1[CH:12]=[CH:11][CH:10]=[C:9]([N+:13]([O-:15])=[O:14])[C:8]=1[C:16]1[CH:21]=[CH:20][C:19]([O:22][CH2:23][C:24]2[CH:29]=[CH:28][CH:27]=[CH:26][CH:25]=2)=[CH:18][CH:17]=1)(=O)=O.C(OC1C=CC(B(O)O)=CC=1)C1C=CC=CC=1.C([O-])([O-])=O.[Na+].[Na+]. The catalyst is O1CCOCC1.C1C=CC([P]([Pd]([P](C2C=CC=CC=2)(C2C=CC=CC=2)C2C=CC=CC=2)([P](C2C=CC=CC=2)(C2C=CC=CC=2)C2C=CC=CC=2)[P](C2C=CC=CC=2)(C2C=CC=CC=2)C2C=CC=CC=2)(C2C=CC=CC=2)C2C=CC=CC=2)=CC=1. The product is [CH2:23]([O:22][C:19]1[CH:18]=[CH:17][C:16]([C:8]2[C:7]([OH:6])=[CH:12][CH:11]=[CH:10][C:9]=2[N+:13]([O-:15])=[O:14])=[CH:21][CH:20]=1)[C:24]1[CH:29]=[CH:28][CH:27]=[CH:26][CH:25]=1. The yield is 0.110. (7) The reactants are [NH2:1][C:2]1[N:11]=[CH:10][C:9]2[C:4](=[CH:5][C:6]([O:19][CH3:20])=[C:7]([C:12]3[CH:17]=[CH:16][CH:15]=[CH:14][C:13]=3[CH3:18])[CH:8]=2)[N:3]=1.I[C:22]1[CH:27]=[CH:26][CH:25]=[CH:24][CH:23]=1.CC1(C)C2C=CC=C(P(C3C=CC=CC=3)C3C=CC=CC=3)C=2OC2C1=CC=CC=2P(C1C=CC=CC=1)C1C=CC=CC=1.C(=O)([O-])[O-].[Cs+].[Cs+]. The catalyst is O1CCOCC1.C1C=CC(/C=C/C(/C=C/C2C=CC=CC=2)=O)=CC=1.C1C=CC(/C=C/C(/C=C/C2C=CC=CC=2)=O)=CC=1.C1C=CC(/C=C/C(/C=C/C2C=CC=CC=2)=O)=CC=1.[Pd].[Pd].O. The product is [NH:1]([C:2]1[N:11]=[CH:10][C:9]2[C:4](=[CH:5][C:6]([O:19][CH3:20])=[C:7]([C:12]3[CH:17]=[CH:16][CH:15]=[CH:14][C:13]=3[CH3:18])[CH:8]=2)[N:3]=1)[C:22]1[CH:27]=[CH:26][CH:25]=[CH:24][CH:23]=1. The yield is 0.850. (8) The reactants are [NH2:1][C:2]1[CH:18]=[CH:17][C:5]([O:6][C:7]2[CH:12]=[CH:11][N:10]=[C:9]([NH2:13])[C:8]=2[N+:14]([O-:16])=[O:15])=[CH:4][C:3]=1[S:19][CH3:20].[F:21][C:22]1[CH:27]=[CH:26][C:25]([C:28]([F:31])([F:30])[F:29])=[CH:24][C:23]=1[N:32]=[C:33]=[O:34]. No catalyst specified. The product is [NH2:13][C:9]1[C:8]([N+:14]([O-:16])=[O:15])=[C:7]([O:6][C:5]2[CH:17]=[CH:18][C:2]([NH:1][C:33]([NH:32][C:23]3[CH:24]=[C:25]([C:28]([F:29])([F:31])[F:30])[CH:26]=[CH:27][C:22]=3[F:21])=[O:34])=[C:3]([S:19][CH3:20])[CH:4]=2)[CH:12]=[CH:11][N:10]=1. The yield is 0.370. (9) The reactants are [CH2:1]([N:8]1[CH2:13][CH2:12][C:11]2([C:21]3[C:16](=[CH:17][CH:18]=[CH:19][C:20]=3[CH2:22][NH:23][C:24](=[O:30])[O:25][C:26]([CH3:29])([CH3:28])[CH3:27])[NH:15][CH2:14]2)[CH2:10][CH2:9]1)[C:2]1[CH:7]=[CH:6][CH:5]=[CH:4][CH:3]=1.CCN(CC)CC.[CH3:38][C:39]([O:42][C:43](O[C:43]([O:42][C:39]([CH3:41])([CH3:40])[CH3:38])=[O:44])=[O:44])([CH3:41])[CH3:40]. The catalyst is C(Cl)Cl.CN(C1C=CN=CC=1)C. The product is [CH2:1]([N:8]1[CH2:13][CH2:12][C:11]2([C:21]3[C:16](=[CH:17][CH:18]=[CH:19][C:20]=3[CH2:22][NH:23][C:24]([O:25][C:26]([CH3:27])([CH3:29])[CH3:28])=[O:30])[N:15]([C:43]([O:42][C:39]([CH3:41])([CH3:40])[CH3:38])=[O:44])[CH2:14]2)[CH2:10][CH2:9]1)[C:2]1[CH:3]=[CH:4][CH:5]=[CH:6][CH:7]=1. The yield is 0.570. (10) The reactants are C(OC(=O)[N:7]([C:10]1[S:14][C:13]([C:15]2[CH:16]=[N:17][CH:18]=[CH:19][CH:20]=2)=[N:12][C:11]=1[Cl:21])[CH2:8][CH3:9])(C)(C)C.O1CCOCC1.Cl.O1CCOCC1. The catalyst is CCOCC. The product is [ClH:21].[Cl:21][C:11]1[N:12]=[C:13]([C:15]2[CH:16]=[N:17][CH:18]=[CH:19][CH:20]=2)[S:14][C:10]=1[NH:7][CH2:8][CH3:9]. The yield is 1.00.